This data is from Full USPTO retrosynthesis dataset with 1.9M reactions from patents (1976-2016). The task is: Predict the reactants needed to synthesize the given product. (1) Given the product [CH3:11][O:12][C:13](=[O:23])[CH2:14][CH2:15][C:16]1[C:17](=[O:22])[N:18]([CH2:26][CH:25]=[CH2:24])[CH2:19][CH2:20][CH:21]=1, predict the reactants needed to synthesize it. The reactants are: C[Si]([N-][Si](C)(C)C)(C)C.[Na+].[CH3:11][O:12][C:13](=[O:23])[CH2:14][CH2:15][C:16]1[C:17](=[O:22])[NH:18][CH2:19][CH2:20][CH:21]=1.[CH2:24](Br)[CH:25]=[CH2:26]. (2) Given the product [CH3:1][O:2][CH2:3][CH2:4][N:5]1[C:10](=[O:11])[C:9]2[C:12]([C:33]3[CH:38]=[CH:37][CH:36]=[CH:35][CH:34]=3)=[C:13]([C:15]3[CH:20]=[CH:19][C:18]([C:21]4([NH:25][C:26](=[O:32])[O:27][C:28]([CH3:31])([CH3:30])[CH3:29])[CH2:24][CH2:23][CH2:22]4)=[CH:17][CH:16]=3)[O:14][C:8]=2[N:7]=[C:6]1[NH:44][CH3:43], predict the reactants needed to synthesize it. The reactants are: [CH3:1][O:2][CH2:3][CH2:4][N:5]1[C:10](=[O:11])[C:9]2[C:12]([C:33]3[CH:38]=[CH:37][CH:36]=[CH:35][CH:34]=3)=[C:13]([C:15]3[CH:20]=[CH:19][C:18]([C:21]4([NH:25][C:26](=[O:32])[O:27][C:28]([CH3:31])([CH3:30])[CH3:29])[CH2:24][CH2:23][CH2:22]4)=[CH:17][CH:16]=3)[O:14][C:8]=2[N:7]=[C:6]1S(C)(=O)=O.[CH3:43][NH2:44].